Dataset: Forward reaction prediction with 1.9M reactions from USPTO patents (1976-2016). Task: Predict the product of the given reaction. (1) Given the reactants Br[C:2]1[S:3][CH:4]=[CH:5][CH:6]=1.[CH3:7][C:8]1[CH:13]=[CH:12][C:11](B(O)O)=[CH:10][CH:9]=1, predict the reaction product. The product is: [CH3:7][C:8]1[CH:13]=[CH:12][C:11]([C:2]2[S:3][CH:4]=[CH:5][CH:6]=2)=[CH:10][CH:9]=1. (2) Given the reactants [NH2:1][CH2:2][CH2:3][NH:4][CH2:5][CH:6]([NH2:17])[CH2:7][C:8]1[CH:13]=[CH:12][C:11]([N+:14]([O-:16])=[O:15])=[CH:10][CH:9]=1.[S:18](Cl)([C:21]1[CH:27]=[CH:26][C:24]([CH3:25])=[CH:23][CH:22]=1)(=[O:20])=[O:19], predict the reaction product. The product is: [CH3:25][C:24]1[CH:26]=[CH:27][C:21]([S:18]([N:4]([CH2:5][CH:6]([NH:17][S:18]([C:21]2[CH:27]=[CH:26][C:24]([CH3:25])=[CH:23][CH:22]=2)(=[O:20])=[O:19])[CH2:7][C:8]2[CH:13]=[CH:12][C:11]([N+:14]([O-:16])=[O:15])=[CH:10][CH:9]=2)[CH2:3][CH2:2][NH:1][S:18]([C:21]2[CH:27]=[CH:26][C:24]([CH3:25])=[CH:23][CH:22]=2)(=[O:20])=[O:19])(=[O:20])=[O:19])=[CH:22][CH:23]=1. (3) The product is: [Cl:1][C:2]1[CH:12]=[C:11]([F:13])[C:10]([F:14])=[CH:9][C:3]=1[C:4]([NH:6][C:7]([NH:27][C:17]1[CH:18]=[CH:19][C:20]([C:22]2[NH:26][N:25]=[N:24][N:23]=2)=[CH:21][C:16]=1[Cl:15])=[O:8])=[O:5]. Given the reactants [Cl:1][C:2]1[CH:12]=[C:11]([F:13])[C:10]([F:14])=[CH:9][C:3]=1[C:4]([N:6]=[C:7]=[O:8])=[O:5].[Cl:15][C:16]1[CH:21]=[C:20]([C:22]2[NH:26][N:25]=[N:24][N:23]=2)[CH:19]=[CH:18][C:17]=1[NH2:27], predict the reaction product. (4) The product is: [Cl:1][C:2]1[N:7]=[C:6]([NH:9][CH:10]2[C:14]3([CH2:18][CH2:17][CH2:16][CH2:15]3)[CH2:13][N:12]([C:19]([O:21][C:22]([CH3:25])([CH3:24])[CH3:23])=[O:20])[CH2:11]2)[CH:5]=[CH:4][N:3]=1. Given the reactants [Cl:1][C:2]1[N:7]=[C:6](Cl)[CH:5]=[CH:4][N:3]=1.[NH2:9][CH:10]1[C:14]2([CH2:18][CH2:17][CH2:16][CH2:15]2)[CH2:13][N:12]([C:19]([O:21][C:22]([CH3:25])([CH3:24])[CH3:23])=[O:20])[CH2:11]1.CCN(CC)CC, predict the reaction product. (5) Given the reactants [F:1][C:2]1[CH:21]=[CH:20][C:5]2[C:6]([C:9]3[CH:14]=[CH:13][CH:12]=[C:11]([O:15][CH2:16][C@H:17]4[CH2:19][O:18]4)[CH:10]=3)=[N:7][O:8][C:4]=2[CH:3]=1.Cl[CH:23](Cl)[CH3:24], predict the reaction product. The product is: [F:1][C:2]1[CH:21]=[CH:20][C:5]2[C:6]([C:9]3[CH:10]=[C:11]([CH:12]=[CH:13][CH:14]=3)[O:15][CH2:16][C@H:17]([OH:18])[CH2:19][NH:7][CH:6]3[C:23]4[C:24](=[CH:3][CH:2]=[CH:21][CH:20]=4)[CH2:4][CH2:5]3)=[N:7][O:8][C:4]=2[CH:3]=1. (6) The product is: [CH3:33][C:34]1[CH:35]=[C:36]([NH:40][C:25]([N:16]2[C:17]3[C:12](=[CH:11][CH:10]=[C:9]([C:5]4[CH:6]=[CH:7][CH:8]=[C:3]([C:2]([F:1])([F:19])[F:20])[CH:4]=4)[N:18]=3)[CH2:13][CH2:14][CH2:15]2)=[O:31])[CH:37]=[N:38][CH:39]=1. Given the reactants [F:1][C:2]([F:20])([F:19])[C:3]1[CH:4]=[C:5]([C:9]2[N:18]=[C:17]3[C:12]([CH2:13][CH2:14][CH2:15][NH:16]3)=[CH:11][CH:10]=2)[CH:6]=[CH:7][CH:8]=1.ClC(Cl)(O[C:25](=[O:31])OC(Cl)(Cl)Cl)Cl.[CH3:33][C:34]1[CH:35]=[C:36]([NH2:40])[CH:37]=[N:38][CH:39]=1.C(=O)(O)[O-].[Na+], predict the reaction product. (7) Given the reactants [NH:1]1[C:5]2[CH:6]=[CH:7][CH:8]=[CH:9][C:4]=2[N:3]=[C:2]1[NH:10][C:11]([NH2:13])=[S:12].[CH3:14][I:15], predict the reaction product. The product is: [I-:15].[NH:1]1[C:5]2[CH:6]=[CH:7][CH:8]=[CH:9][C:4]=2[N:3]=[C:2]1[NH:10][C:11]([S:12][CH3:14])=[NH2+:13]. (8) Given the reactants [CH3:1][N:2]1[C:6]2[CH:7]=[CH:8][CH:9]=[C:10]([C:11]([O:13]C)=O)[C:5]=2[N:4]=[C:3]1[CH2:15][N:16]([CH3:27])[CH:17]1[C:26]2[N:25]=[CH:24][CH:23]=[CH:22][C:21]=2[CH2:20][CH2:19][CH2:18]1.[OH-].[Li+].O=C1N(P(Cl)(N2CCOC2=O)=O)CCO1.[NH2:45][CH2:46][CH2:47][C:48]1[N:52]=[CH:51][NH:50][CH:49]=1.C(N(CC)C(C)C)(C)C, predict the reaction product. The product is: [NH:50]1[CH:49]=[C:48]([CH2:47][CH2:46][NH:45][C:11]([C:10]2[C:5]3[N:4]=[C:3]([CH2:15][N:16]([CH3:27])[CH:17]4[C:26]5[N:25]=[CH:24][CH:23]=[CH:22][C:21]=5[CH2:20][CH2:19][CH2:18]4)[N:2]([CH3:1])[C:6]=3[CH:7]=[CH:8][CH:9]=2)=[O:13])[N:52]=[CH:51]1. (9) Given the reactants [Cl:1][C:2]1[C:11]2[C:6](=[CH:7][C:8]([OH:14])=[C:9]([C:12]#[N:13])[CH:10]=2)[N:5]=[CH:4][CH:3]=1.[N:15]1([CH2:20][CH2:21][CH2:22]O)[CH2:19][CH2:18][CH2:17][CH2:16]1.C1(P(C2C=CC=CC=2)C2C=CC=CC=2)C=CC=CC=1.N(C(OCC)=O)=NC(OCC)=O, predict the reaction product. The product is: [Cl:1][C:2]1[C:11]2[C:6](=[CH:7][C:8]([O:14][CH2:22][CH2:21][CH2:20][N:15]3[CH2:19][CH2:18][CH2:17][CH2:16]3)=[C:9]([C:12]#[N:13])[CH:10]=2)[N:5]=[CH:4][CH:3]=1. (10) Given the reactants [CH3:1][O:2][C:3]1[CH:8]=[CH:7][C:6]([C:9](=O)[CH2:10][C:11]([O:13][CH2:14][CH3:15])=[O:12])=[CH:5][CH:4]=1.COC(OC)[N:20]([CH3:22])C.Cl.[C:26]([NH:30]N)([CH3:29])([CH3:28])[CH3:27], predict the reaction product. The product is: [C:26]([N:30]1[C:9]([C:6]2[CH:7]=[CH:8][C:3]([O:2][CH3:1])=[CH:4][CH:5]=2)=[C:10]([C:11]([O:13][CH2:14][CH3:15])=[O:12])[CH:22]=[N:20]1)([CH3:29])([CH3:28])[CH3:27].